This data is from Cav3 T-type calcium channel HTS with 100,875 compounds. The task is: Binary Classification. Given a drug SMILES string, predict its activity (active/inactive) in a high-throughput screening assay against a specified biological target. (1) The molecule is Clc1cc(c2oc(c(n2)Cn2c3c(scc3)cc2C(OC)=O)C)ccc1. The result is 0 (inactive). (2) The drug is OC(=O)C1C(CC=CC1)C(=O)Nc1ccc(OCCCC)cc1. The result is 0 (inactive). (3) The compound is S(=O)(=O)(N(CC(=O)NCc1sccc1)C)c1c2nsnc2ccc1. The result is 0 (inactive). (4) The compound is O(c1c(OCC)ccc(c1)C(OCC(=O)NCc1occc1)=O)CC. The result is 0 (inactive). (5) The drug is O=C1N(C(=O)NC21CCc1c2cccc1)CC(=O)NC(=O)Nc1c(cc(cc1)C)C. The result is 0 (inactive). (6) The molecule is O=c1c2c3c(c4c1cccc4)c(NC(=O)C)c(=O)n(c3ccc2)C. The result is 0 (inactive). (7) The compound is Clc1cc(c2n3CC(Sc3nn2)C)ccc1. The result is 0 (inactive). (8) The drug is Fc1ccc(CNC(=O)N2C3CCC2C(=C(C3)c2ccccc2)C(OC)=O)cc1. The result is 0 (inactive). (9) The molecule is Brc1ccc(C(=O)NCC(O)COc2ccc(OC)cc2)cc1. The result is 0 (inactive).